Dataset: Catalyst prediction with 721,799 reactions and 888 catalyst types from USPTO. Task: Predict which catalyst facilitates the given reaction. (1) Reactant: C([O-])(=O)C.C[O:6][C:7]1[CH:8]=[C:9]([NH+:13]2[CH2:18][C@H:17]([CH3:19])[NH:16][CH2:15][C@H:14]2[CH3:20])[CH:10]=[CH:11][CH:12]=1.C([O-])(O)=O.[Na+]. Product: [CH3:20][C@@H:14]1[CH2:15][NH:16][C@@H:17]([CH3:19])[CH2:18][N:13]1[C:9]1[CH:8]=[C:7]([OH:6])[CH:12]=[CH:11][CH:10]=1. The catalyst class is: 5. (2) Reactant: [NH2:1][C:2]1[CH:7]=[C:6]([O:8][C:9]2[CH:10]=[CH:11][C:12]([NH:15][C:16]([C:18]3[C:19](=[O:31])[N:20]([C:25]4[CH:30]=[CH:29][CH:28]=[CH:27][CH:26]=4)[N:21]([CH3:24])[C:22]=3[CH3:23])=[O:17])=[N:13][CH:14]=2)[CH:5]=[CH:4][N:3]=1.N1C=CC=CC=1.[C:38]1([O:44][C:45](Cl)=[O:46])[CH:43]=[CH:42][CH:41]=[CH:40][CH:39]=1. Product: [CH3:24][N:21]1[C:22]([CH3:23])=[C:18]([C:16]([NH:15][C:12]2[N:13]=[CH:14][C:9]([O:8][C:6]3[CH:5]=[CH:4][N:3]=[C:2]([NH:1][C:45](=[O:46])[O:44][C:38]4[CH:43]=[CH:42][CH:41]=[CH:40][CH:39]=4)[CH:7]=3)=[CH:10][CH:11]=2)=[O:17])[C:19](=[O:31])[N:20]1[C:25]1[CH:26]=[CH:27][CH:28]=[CH:29][CH:30]=1. The catalyst class is: 2. (3) Reactant: BrC1C(N2CCN(CC3C=NC=CC=3)CC2)=C2N=C(C3C=CC(CN)=CC=3)NC2=NC=1.[Cl:32][C:33]1[C:34]([N:62]2[CH2:67][CH2:66][N:65]([CH2:68][C:69]3[CH:70]=[N:71][CH:72]=[N:73][CH:74]=3)[CH2:64][CH2:63]2)=[C:35]2[N:41]=[C:40]([C:42]3[CH:61]=[CH:60][C:45]([CH2:46][N:47]4[CH2:52][CH2:51][N:50](C(OC(C)(C)C)=O)[CH2:49][CH2:48]4)=[CH:44][CH:43]=3)[NH:39][C:36]2=[N:37][CH:38]=1.C(O)(C(F)(F)F)=O. Product: [Cl:32][C:33]1[C:34]([N:62]2[CH2:63][CH2:64][N:65]([CH2:68][C:69]3[CH:70]=[N:71][CH:72]=[N:73][CH:74]=3)[CH2:66][CH2:67]2)=[C:35]2[N:41]=[C:40]([C:42]3[CH:61]=[CH:60][C:45]([CH2:46][N:47]4[CH2:52][CH2:51][NH:50][CH2:49][CH2:48]4)=[CH:44][CH:43]=3)[NH:39][C:36]2=[N:37][CH:38]=1. The catalyst class is: 2. (4) Reactant: Cl[C:2]1[N:3]=[C:4]([N:26]2[CH2:31][CH2:30][O:29][CH2:28][CH2:27]2)[C:5]2[S:10][C:9]([CH2:11][N:12]([CH:17]3[CH2:22][CH2:21][N:20]([CH:23]([CH3:25])[CH3:24])[CH2:19][CH2:18]3)[CH2:13][CH2:14][O:15][CH3:16])=[CH:8][C:6]=2[N:7]=1.[NH2:32][C:33]1[N:38]=[CH:37][C:36](B(O)O)=[CH:35][N:34]=1. Product: [CH:23]([N:20]1[CH2:21][CH2:22][CH:17]([N:12]([CH2:11][C:9]2[S:10][C:5]3[C:4]([N:26]4[CH2:31][CH2:30][O:29][CH2:28][CH2:27]4)=[N:3][C:2]([C:36]4[CH:35]=[N:34][C:33]([NH2:32])=[N:38][CH:37]=4)=[N:7][C:6]=3[CH:8]=2)[CH2:13][CH2:14][O:15][CH3:16])[CH2:18][CH2:19]1)([CH3:25])[CH3:24]. The catalyst class is: 28. (5) Reactant: [Cl:1][C:2]1[CH:3]=[C:4]2[C:8](=[CH:9][CH:10]=1)[NH:7][C:6]1[CH2:11][N:12]([CH3:15])[CH2:13][CH2:14][C:5]2=1.N1CCC[C@H]1C(O)=O.[O-]P([O-])([O-])=O.[K+].[K+].[K+].Br[CH:33]=[C:34]([C:36]1[CH:41]=[CH:40][C:39]([Cl:42])=[CH:38][CH:37]=1)[CH3:35]. Product: [Cl:1][C:2]1[CH:3]=[C:4]2[C:8](=[CH:9][CH:10]=1)[N:7]([CH:33]=[C:34]([C:36]1[CH:41]=[CH:40][C:39]([Cl:42])=[CH:38][CH:37]=1)[CH3:35])[C:6]1[CH2:11][N:12]([CH3:15])[CH2:13][CH2:14][C:5]2=1. The catalyst class is: 122. (6) Reactant: [CH3:1][O:2][C:3](Cl)=[O:4].[NH2:6][C:7]1[CH:8]=[C:9]2[C:26](=[CH:27][CH:28]=1)[O:25][C:12]1([CH2:17][CH2:16][N:15]([C:18]([O:20][C:21]([CH3:24])([CH3:23])[CH3:22])=[O:19])[CH2:14][CH2:13]1)[CH2:11][C:10]2=[O:29]. Product: [CH3:1][O:2][C:3]([NH:6][C:7]1[CH:8]=[C:9]2[C:26](=[CH:27][CH:28]=1)[O:25][C:12]1([CH2:13][CH2:14][N:15]([C:18]([O:20][C:21]([CH3:23])([CH3:24])[CH3:22])=[O:19])[CH2:16][CH2:17]1)[CH2:11][C:10]2=[O:29])=[O:4]. The catalyst class is: 17.